From a dataset of Experimentally validated miRNA-target interactions with 360,000+ pairs, plus equal number of negative samples. Binary Classification. Given a miRNA mature sequence and a target amino acid sequence, predict their likelihood of interaction. (1) The miRNA is mmu-miR-675-3p with sequence CUGUAUGCCCUAACCGCUCAGU. The protein sequence of the target gene is MGDGGAERDRGPKRREEPGGRSGRHGEHRGAEDLRADTGSASPREIAGTSASSPAGSRESGGDSDGQQALGETDHCRRILVRDAKGTIREIVLPKGLDLDRPKRTRTSFTAEQLYRLEMEFQRCQYVVGRERTELARQLNLSETQVKVWFQNRRTKQKKDQSRDLEKRASSSASEAFATSNVLRLLEQGRLLSVPRAPSLLALTPGLPGLPASHRGTSLVDPRNSSPRLNPMPSASASSPLPPPLPAICFSSAPLLDLPAGYKLGSSAFEPYSRLEQQKVGSPGQSDKKADI. Result: 0 (no interaction). (2) The miRNA is mmu-miR-345-3p with sequence CCUGAACUAGGGGUCUGGAGAC. The protein sequence of the target gene is MKYLRHRRPNATLILAIGAFTLLLFSLLVSPPTCKVQEQPPAIPEALAWPTPPTRPAPAPCHANTSMVTHPDFATQPQHVQNFLLYRHCRHFPLLQDVPPSKCAQPVFLLLVIKSSPSNYVRRELLRRTWGRERKVRGLQLRLLFLVGTASNPHEARKVNRLLELEAQTHGDILQWDFHDSFFNLTLKQVLFLQWQETRCANASFVLNGDDDVFAHTDNMVFYLQDHDPGRHLFVGQLIQNVGPIRAFWSKYYVPEVVTQNERYPPYCGGGGFLLSRFTAAALRRAAHVLDIFPIDDVFL.... Result: 0 (no interaction). (3) The miRNA is hsa-miR-1247-3p with sequence CCCCGGGAACGUCGAGACUGGAGC. The protein sequence of the target gene is MAFAVIRACSRVGRGGLYKRLGGPPRGTRRQRQRPRQGRQGASRSIAEQRSAAPRPPTGPPARYPSPAASARASEARRHPAADLDPPPGEPQAVASRGTPEPRPPPESPGAPPPPGSAPADGAMAAAKPGELMGICSSYQAVMPHFVCLTDEFPQPVRPAKLPKGKGRLRRPRQSRFKTQPVTFDEIQEVEEEGVSPMEEEKAKKSFLQSLECLRRSTQSLSLQREPLGQLQTEEQPGLQRLRLGPVRR. Result: 0 (no interaction).